Dataset: Full USPTO retrosynthesis dataset with 1.9M reactions from patents (1976-2016). Task: Predict the reactants needed to synthesize the given product. (1) Given the product [NH2:1][C:4]1[CH:16]=[CH:15][C:7]2[C:8]([C:11]([O:13][CH3:14])=[O:12])=[N:9][O:10][C:6]=2[CH:5]=1, predict the reactants needed to synthesize it. The reactants are: [N+:1]([C:4]1[CH:16]=[CH:15][C:7]2[C:8]([C:11]([O:13][CH3:14])=[O:12])=[N:9][O:10][C:6]=2[CH:5]=1)([O-])=O.[Cl-].[NH4+]. (2) Given the product [CH3:3][C@H:2]1[NH:1][C:8](=[O:9])[C:7]2[CH:17]=[CH:16][CH:15]=[CH:14][C:13]=2[NH:12][C:4]1=[O:6], predict the reactants needed to synthesize it. The reactants are: [NH2:1][C@@H:2]([C:4]([OH:6])=O)[CH3:3].[C:7]12[C:13](=[CH:14][CH:15]=[CH:16][CH:17]=1)[NH:12]C(=O)O[C:8]2=[O:9]. (3) Given the product [CH2:35]([N:42]1[CH2:46][CH2:45][CH:44]([NH:47][C:27]([NH:20][C:19]2[CH:21]=[CH:22][C:16]([O:15][C:6]3[C:5]4[C:10](=[CH:11][C:12]([O:13][CH3:14])=[C:3]([O:2][CH3:1])[CH:4]=4)[N:9]=[CH:8][CH:7]=3)=[CH:17][CH:18]=2)=[O:33])[CH2:43]1)[C:36]1[CH:37]=[CH:38][CH:39]=[CH:40][CH:41]=1, predict the reactants needed to synthesize it. The reactants are: [CH3:1][O:2][C:3]1[CH:4]=[C:5]2[C:10](=[CH:11][C:12]=1[O:13][CH3:14])[N:9]=[CH:8][CH:7]=[C:6]2[O:15][C:16]1[CH:22]=[CH:21][C:19]([NH2:20])=[CH:18][CH:17]=1.ClC(Cl)(O[C:27](=[O:33])OC(Cl)(Cl)Cl)Cl.[CH2:35]([N:42]1[CH2:46][CH2:45][CH:44]([NH2:47])[CH2:43]1)[C:36]1[CH:41]=[CH:40][CH:39]=[CH:38][CH:37]=1.C(=O)([O-])O.[Na+]. (4) Given the product [F:25][C:26]1[C:31]([O:7][C:6](=[O:8])[C:5]2[C:9]([NH:12][C:13]3[CH:18]=[CH:17][C:16]([I:19])=[CH:15][C:14]=3[CH3:20])=[C:10]([F:11])[C:2]([F:1])=[C:3]([C:21]([NH:23][CH3:24])=[O:22])[CH:4]=2)=[C:30]([F:39])[C:29]([F:40])=[C:28]([F:41])[C:27]=1[F:42], predict the reactants needed to synthesize it. The reactants are: [F:1][C:2]1[C:10]([F:11])=[C:9]([NH:12][C:13]2[CH:18]=[CH:17][C:16]([I:19])=[CH:15][C:14]=2[CH3:20])[C:5]([C:6]([OH:8])=[O:7])=[CH:4][C:3]=1[C:21]([NH:23][CH3:24])=[O:22].[F:25][C:26]1[C:31](OC(=O)C(F)(F)F)=[C:30]([F:39])[C:29]([F:40])=[C:28]([F:41])[C:27]=1[F:42].N1C=CC=CC=1.